Dataset: Reaction yield outcomes from USPTO patents with 853,638 reactions. Task: Predict the reaction yield, written as a fraction of the theoretical maximum amount of product (1.0 means a 100% yield; for example, 0.34 means a 34% yield). (1) The reactants are C([O:8][N:9]1[C:15](=[O:16])[N:14]2[CH2:17][C@H:10]1[CH2:11][CH2:12][C@H:13]2[C:18]1[CH:22]=[C:21]([C:23]([NH2:25])=[O:24])[O:20][N:19]=1)C1C=CC=CC=1. The catalyst is C1COCC1.[Pd]. The product is [OH:8][N:9]1[C:15](=[O:16])[N:14]2[CH2:17][C@H:10]1[CH2:11][CH2:12][C@H:13]2[C:18]1[CH:22]=[C:21]([C:23]([NH2:25])=[O:24])[O:20][N:19]=1. The yield is 0.900. (2) The reactants are [Cl:1][C:2]1[CH:26]=[C:25]([Cl:27])[CH:24]=[CH:23][C:3]=1[CH2:4][O:5][C:6]1[CH:11]=[C:10]([O:12][CH:13]([CH3:15])[CH3:14])[CH:9]=[CH:8][C:7]=1[CH2:16][CH2:17][C:18](OCC)=[O:19].[H-].[Al+3].[Li+].[H-].[H-].[H-].O.O.O.O.O.O.O.O.O.O.S([O-])([O-])(=O)=O.[Na+].[Na+]. The catalyst is O1CCCC1. The product is [Cl:1][C:2]1[CH:26]=[C:25]([Cl:27])[CH:24]=[CH:23][C:3]=1[CH2:4][O:5][C:6]1[CH:11]=[C:10]([O:12][CH:13]([CH3:14])[CH3:15])[CH:9]=[CH:8][C:7]=1[CH2:16][CH2:17][CH2:18][OH:19]. The yield is 0.750. (3) The reactants are S1[C:5](=S)[CH2:4][NH:3][C:2]1=[S:7].[Br:8][C:9]1[CH:10]=[C:11]([CH:19]=[CH:20][C:21]=1[F:22])[CH2:12][C:13]1[CH:18]=[CH:17][N:16]=[CH:15][CH:14]=1.Cl.Cl.[F:25][C:26]([F:31])([CH2:29][NH2:30])[CH2:27][NH2:28].C(N(C(C)C)CC)(C)C. The catalyst is C(O)C. The product is [F:25][C:26]1([F:31])[CH2:29][N:30]2[C:2](=[S:7])[NH:3][CH2:4][C:5]2=[N:28][CH2:27]1.[Br:8][C:9]1[CH:10]=[C:11]([CH:19]=[CH:20][C:21]=1[F:22])[CH2:12][C:13]1[CH:14]=[CH:15][N:16]=[CH:17][CH:18]=1. The yield is 0.650.